Dataset: Peptide-MHC class I binding affinity with 185,985 pairs from IEDB/IMGT. Task: Regression. Given a peptide amino acid sequence and an MHC pseudo amino acid sequence, predict their binding affinity value. This is MHC class I binding data. (1) The peptide sequence is TYHPNCINCL. The binding affinity (normalized) is 0.399. The MHC is HLA-A24:02 with pseudo-sequence HLA-A24:02. (2) The peptide sequence is TSDYINTSL. The MHC is HLA-B15:09 with pseudo-sequence HLA-B15:09. The binding affinity (normalized) is 0.213. (3) The peptide sequence is SQMGLSCAL. The MHC is HLA-B15:01 with pseudo-sequence HLA-B15:01. The binding affinity (normalized) is 0.576. (4) The peptide sequence is GVRQFSGWM. The MHC is HLA-B57:01 with pseudo-sequence HLA-B57:01. The binding affinity (normalized) is 0.0847. (5) The peptide sequence is GRYIVYSSY. The MHC is HLA-A01:01 with pseudo-sequence HLA-A01:01. The binding affinity (normalized) is 0.0847. (6) The peptide sequence is FRRVAHSSL. The MHC is HLA-B46:01 with pseudo-sequence HLA-B46:01. The binding affinity (normalized) is 0.0847. (7) The peptide sequence is TSSDTYACW. The MHC is HLA-A03:01 with pseudo-sequence HLA-A03:01. The binding affinity (normalized) is 0.0847.